From a dataset of Catalyst prediction with 721,799 reactions and 888 catalyst types from USPTO. Predict which catalyst facilitates the given reaction. (1) Reactant: [O:1]=[C:2]1[N:8]([CH2:9][O:10][CH2:11][CH2:12][Si:13]([CH3:16])([CH3:15])[CH3:14])[C:7]2[C:17]([C:21](OC)=[O:22])=[CH:18][CH:19]=[CH:20][C:6]=2[CH2:5][CH2:4][CH2:3]1.[BH4-].[Li+].C(=O)([O-])O.[Na+].COC(C)(C)C. Product: [OH:22][CH2:21][C:17]1[C:7]2[N:8]([CH2:9][O:10][CH2:11][CH2:12][Si:13]([CH3:16])([CH3:15])[CH3:14])[C:2](=[O:1])[CH2:3][CH2:4][CH2:5][C:6]=2[CH:20]=[CH:19][CH:18]=1. The catalyst class is: 7. (2) Reactant: [CH3:1][N:2]([CH3:14])/[CH:3]=[N:4]/[C:5]1[N:10]=[C:9]2[CH:11]=[CH:12][NH:13][C:8]2=[CH:7][CH:6]=1.[I:15]N1C(=O)CCC1=O. Product: [I:15][C:11]1[C:9]2=[N:10][C:5](/[N:4]=[CH:3]/[N:2]([CH3:14])[CH3:1])=[CH:6][CH:7]=[C:8]2[NH:13][CH:12]=1. The catalyst class is: 3.